From a dataset of Forward reaction prediction with 1.9M reactions from USPTO patents (1976-2016). Predict the product of the given reaction. (1) The product is: [CH2:1]([N:8]([CH2:19][C:20]1[CH:33]=[CH:32][C:23]([O:24][C:25]2[CH:26]=[CH:27][C:28]([O:31][CH2:41][CH2:40][CH2:39][CH2:38][C:37]([O:36][CH2:34][CH3:35])=[O:43])=[CH:29][CH:30]=2)=[CH:22][CH:21]=1)[C:9]1[CH:14]=[CH:13][CH:12]=[C:11]([N+:15]([O-:17])=[O:16])[C:10]=1[CH3:18])[C:2]1[CH:3]=[CH:4][CH:5]=[CH:6][CH:7]=1. Given the reactants [CH2:1]([N:8]([CH2:19][C:20]1[CH:33]=[CH:32][C:23]([O:24][C:25]2[CH:30]=[CH:29][C:28]([OH:31])=[CH:27][CH:26]=2)=[CH:22][CH:21]=1)[C:9]1[CH:14]=[CH:13][CH:12]=[C:11]([N+:15]([O-:17])=[O:16])[C:10]=1[CH3:18])[C:2]1[CH:7]=[CH:6][CH:5]=[CH:4][CH:3]=1.[CH2:34]([O:36][C:37](=[O:43])[CH2:38][CH2:39][CH2:40][CH2:41]Br)[CH3:35], predict the reaction product. (2) Given the reactants [Cl:1][C:2]1[C:7]([F:8])=[CH:6][CH:5]=[CH:4][C:3]=1[N+:9]([O-])=O.[Sn](Cl)Cl.C([O-])(O)=O.[Na+], predict the reaction product. The product is: [Cl:1][C:2]1[C:7]([F:8])=[CH:6][CH:5]=[CH:4][C:3]=1[NH2:9]. (3) The product is: [CH2:44]([O:43][C:40]([NH:24][C@H:23]([C:25]([O:27][CH3:28])=[O:26])[CH2:22][O:21][C:17]1[CH:16]=[C:15]([C:11]2[CH:12]=[CH:13][CH:14]=[C:9]([NH:8][C:6]([NH:5][CH2:2][CH2:3][CH3:4])=[O:7])[CH:10]=2)[CH:20]=[CH:19][CH:18]=1)=[O:42])[CH3:45]. Given the reactants Cl.[CH2:2]([NH:5][C:6]([NH:8][C:9]1[CH:10]=[C:11]([C:15]2[CH:20]=[CH:19][CH:18]=[C:17]([O:21][CH2:22][C@@H:23]([C:25]([O:27][CH3:28])=[O:26])[NH2:24])[CH:16]=2)[CH:12]=[CH:13][CH:14]=1)=[O:7])[CH2:3][CH3:4].C(N(CC)C(C)C)(C)C.[NH4+].[Cl-].[C:40]([O:43][CH2:44][CH3:45])(=[O:42])C, predict the reaction product. (4) Given the reactants [CH3:1][N:2]1[CH:6]=[C:5]([C:7]2[N:12]=[C:11]3[N:13]([CH2:16][C@@H:17]4[CH2:22][N:21]([C:23]5[N:28]=[CH:27][C:26]([C:29]6[CH:36]=[CH:35][C:32](C=O)=[CH:31][CH:30]=6)=[CH:25][N:24]=5)[CH2:20][CH2:19][O:18]4)[N:14]=[N:15][C:10]3=[N:9][CH:8]=2)[CH:4]=[N:3]1.[NH:37]1[CH2:42][CH2:41][O:40][CH2:39][CH2:38]1.[C:43](O)(=O)C.[BH-](OC(C)=O)(OC(C)=O)OC(C)=O.[Na+].C([O-])([O-])=O.[K+].[K+], predict the reaction product. The product is: [CH3:1][N:2]1[CH:6]=[C:5]([C:7]2[N:12]=[C:11]3[N:13]([CH2:16][C@H:17]4[O:18][CH2:19][CH2:20][N:21]([C:23]5[N:28]=[CH:27][C:26]([C:29]6[CH:36]=[CH:35][C:32]([CH2:43][N:37]7[CH2:42][CH2:41][O:40][CH2:39][CH2:38]7)=[CH:31][CH:30]=6)=[CH:25][N:24]=5)[CH2:22]4)[N:14]=[N:15][C:10]3=[N:9][CH:8]=2)[CH:4]=[N:3]1. (5) The product is: [O:44]([N:45]=[CH:1][C:3]1[CH:4]=[C:5]([CH:35]=[CH:36][CH:37]=1)[CH2:6][N:7]([C@@H:25]1[C:34]2[C:29](=[CH:30][CH:31]=[CH:32][CH:33]=2)[CH2:28][CH2:27][CH2:26]1)[C:8]([C:10]1[CH:15]=[C:14]([C:16]([OH:18])=[O:17])[C:13]([C:19]([OH:21])=[O:20])=[CH:12][C:11]=1[C:22]([OH:24])=[O:23])=[O:9])[C:38]1[CH:43]=[CH:42][CH:41]=[CH:40][CH:39]=1. Given the reactants [CH:1]([C:3]1[CH:4]=[C:5]([CH:35]=[CH:36][CH:37]=1)[CH2:6][N:7]([C@@H:25]1[C:34]2[C:29](=[CH:30][CH:31]=[CH:32][CH:33]=2)[CH2:28][CH2:27][CH2:26]1)[C:8]([C:10]1[CH:15]=[C:14]([C:16]([OH:18])=[O:17])[C:13]([C:19]([OH:21])=[O:20])=[CH:12][C:11]=1[C:22]([OH:24])=[O:23])=[O:9])=O.[C:38]1([O:44][NH2:45])[CH:43]=[CH:42][CH:41]=[CH:40][CH:39]=1, predict the reaction product. (6) Given the reactants Br[C:2]1[CH:7]=[CH:6][C:5]([N:8]2[C:16]3[C:15]([OH:17])=[C:14]([C:18]#[N:19])[C:13](=[O:20])[NH:12][C:11]=3[CH:10]=[CH:9]2)=[CH:4][CH:3]=1.[OH:21][C:22]1[CH:27]=[CH:26][CH:25]=[CH:24][C:23]=1B(O)O.C(=O)([O-])[O-].[Cs+].[Cs+].O1CCOCC1, predict the reaction product. The product is: [OH:17][C:15]1[C:16]2[N:8]([C:5]3[CH:6]=[CH:7][C:2]([C:23]4[CH:24]=[CH:25][CH:26]=[CH:27][C:22]=4[OH:21])=[CH:3][CH:4]=3)[CH:9]=[CH:10][C:11]=2[NH:12][C:13](=[O:20])[C:14]=1[C:18]#[N:19].